Dataset: Reaction yield outcomes from USPTO patents with 853,638 reactions. Task: Predict the reaction yield, written as a fraction of the theoretical maximum amount of product (1.0 means a 100% yield; for example, 0.34 means a 34% yield). (1) The reactants are [H-].[Na+].[CH3:3][CH2:4][C:5](=[O:11])[CH2:6][C:7](=[O:10])[CH2:8][CH3:9].[I-].[Na+].[C:14]([C:16]1[CH:23]=[CH:22][C:19]([CH2:20]Br)=[CH:18][CH:17]=1)#[N:15]. The catalyst is CC(=O)CC.C(OCC)C. The product is [O:10]=[C:7]([CH2:8][CH3:9])[CH:6]([C:5](=[O:11])[CH2:4][CH3:3])[CH2:20][C:19]1[CH:22]=[CH:23][C:16]([C:14]#[N:15])=[CH:17][CH:18]=1. The yield is 0.580. (2) The reactants are [C:1]([NH:8][CH2:9][C:10]#[CH:11])([O:3][C:4]([CH3:7])([CH3:6])[CH3:5])=[O:2].C[Si]([N:16]=[N+:17]=[N-:18])(C)C. The catalyst is CN(C=O)C.CO.[Cu]I. The product is [C:4]([O:3][C:1](=[O:2])[NH:8][CH2:9][C:10]1[CH:11]=[N:18][NH:17][N:16]=1)([CH3:5])([CH3:6])[CH3:7]. The yield is 0.990. (3) The reactants are CCN(C(C)C)C(C)C.[CH3:10][O:11][C:12]1[CH:13]=[CH:14][CH:15]=[C:16]2[C:21]=1[O:20][C:19](=[O:22])[C:18]([C:23]([OH:25])=O)=[CH:17]2.CN(C(ON1N=NC2C=CC=NC1=2)=[N+](C)C)C.F[P-](F)(F)(F)(F)F.[O:50]1[C:55]2[CH:56]=[CH:57][C:58]([C:60]3[CH:61]=[C:62]([NH2:66])[CH:63]=[CH:64][CH:65]=3)=[CH:59][C:54]=2[O:53][CH2:52][CH2:51]1. The catalyst is CN(C=O)C. The product is [O:50]1[C:55]2[CH:56]=[CH:57][C:58]([C:60]3[CH:61]=[C:62]([NH:66][C:23]([C:18]4[C:19](=[O:22])[O:20][C:21]5[C:16]([CH:17]=4)=[CH:15][CH:14]=[CH:13][C:12]=5[O:11][CH3:10])=[O:25])[CH:63]=[CH:64][CH:65]=3)=[CH:59][C:54]=2[O:53][CH2:52][CH2:51]1. The yield is 0.790. (4) The reactants are [CH2:1]([O:8][C:9]1[CH:10]=[CH:11][C:12]([N+:17]([O-])=O)=[C:13]([CH:16]=1)[NH:14][CH3:15])[C:2]1[CH:7]=[CH:6][CH:5]=[CH:4][CH:3]=1.S(=O)(=O)(O)O. The catalyst is [C].[Pt].CC(O)C. The product is [CH2:1]([O:8][C:9]1[CH:16]=[C:13]([NH:14][CH3:15])[C:12]([NH2:17])=[CH:11][CH:10]=1)[C:2]1[CH:3]=[CH:4][CH:5]=[CH:6][CH:7]=1. The yield is 0.947. (5) The reactants are [F:1][C:2]([F:10])([F:9])[C:3]([C:5]([F:8])([F:7])[F:6])=[O:4].C=CC.Cl.[CH3:15][CH2:16][CH2:17][CH2:18]C. The catalyst is [Cl-].[Cl-].[Cl-].[Al+3]. The product is [F:1][C:2]([F:10])([F:9])[C:3]([C:5]([F:8])([F:7])[F:6])([OH:4])[CH2:15][CH:16]=[CH:17][CH3:18]. The yield is 0.700. (6) The reactants are C([O:4][C@@H:5]([CH3:52])[C:6]([N:8]([CH2:35][C@H:36]1[C@@H:40]([F:41])[CH2:39][N:38](C(OCC2C=CC=CC=2)=O)[CH2:37]1)[C@@H:9]([C:14]1[N:18]([CH2:19][C:20]2[CH:25]=[CH:24][CH:23]=[C:22]([F:26])[CH:21]=2)[N:17]=[C:16]([C:27]2[CH:32]=[C:31]([F:33])[CH:30]=[CH:29][C:28]=2[F:34])[N:15]=1)[C:10]([CH3:13])([CH3:12])[CH3:11])=[O:7])(=O)C.C(=O)([O-])[O-].[K+].[K+]. The catalyst is CCOC(C)=O.CO.[Pd]. The product is [F:34][C:28]1[CH:29]=[CH:30][C:31]([F:33])=[CH:32][C:27]=1[C:16]1[N:15]=[C:14]([C@H:9]([N:8]([CH2:35][C@H:36]2[C@@H:40]([F:41])[CH2:39][NH:38][CH2:37]2)[C:6](=[O:7])[C@@H:5]([OH:4])[CH3:52])[C:10]([CH3:11])([CH3:12])[CH3:13])[N:18]([CH2:19][C:20]2[CH:25]=[CH:24][CH:23]=[C:22]([F:26])[CH:21]=2)[N:17]=1. The yield is 0.570.